Task: Predict the reaction yield, written as a fraction of the theoretical maximum amount of product (1.0 means a 100% yield; for example, 0.34 means a 34% yield).. Dataset: Reaction yield outcomes from USPTO patents with 853,638 reactions The reactants are [OH:1][C:2]1[CH:14]=[CH:13][C:5]2[C:6]([CH2:9][C:10]([OH:12])=[O:11])=[CH:7][O:8][C:4]=2[CH:3]=1.S(=O)(=O)(O)O.[CH3:20]O. No catalyst specified. The product is [OH:1][C:2]1[CH:14]=[CH:13][C:5]2[C:6]([CH2:9][C:10]([O:12][CH3:20])=[O:11])=[CH:7][O:8][C:4]=2[CH:3]=1. The yield is 0.700.